This data is from Reaction yield outcomes from USPTO patents with 853,638 reactions. The task is: Predict the reaction yield, written as a fraction of the theoretical maximum amount of product (1.0 means a 100% yield; for example, 0.34 means a 34% yield). The yield is 0.470. The reactants are [NH:1]1[C:5]2[CH:6]=[CH:7][CH:8]=[CH:9][C:4]=2[N:3]=[C:2]1[S:10][C:11]1[O:15][C:14]([CH:16]=O)=[CH:13][CH:12]=1.[CH3:18][C:19]1([CH3:27])[CH2:26][C:24](=O)[CH2:23][C:21](=[O:22])[CH2:20]1.Cl.[NH2:29][C:30]1[CH:34]=[CH:33][NH:32][C:31]=1[C:35]([O:37][CH2:38][CH3:39])=[O:36].C(N(CC)C(C)C)(C)C. The product is [CH2:38]([O:37][C:35]([C:31]1[NH:32][CH:33]=[C:34]2[CH:16]([C:14]3[O:15][C:11]([S:10][C:2]4[NH:1][C:5]5[CH:6]=[CH:7][CH:8]=[CH:9][C:4]=5[N:3]=4)=[CH:12][CH:13]=3)[C:23]3[C:21](=[O:22])[CH2:20][C:19]([CH3:18])([CH3:27])[CH2:26][C:24]=3[NH:29][C:30]=12)=[O:36])[CH3:39]. The catalyst is C(O)C.ClCCl.